Dataset: Full USPTO retrosynthesis dataset with 1.9M reactions from patents (1976-2016). Task: Predict the reactants needed to synthesize the given product. (1) Given the product [CH3:23][O:22][C:19]1[CH:18]=[CH:17][C:16]([C:8]2[C:7]([C:5]3[CH:4]=[CH:3][N:38]=[C:36]([NH:35][C:29]4[CH:34]=[CH:33][CH:32]=[CH:31][CH:30]=4)[N:37]=3)=[C:15]3[N:10]([N:11]=[CH:12][CH:13]=[CH:14]3)[N:9]=2)=[CH:21][CH:20]=1, predict the reactants needed to synthesize it. The reactants are: CN(C)/[CH:3]=[CH:4]/[C:5]([C:7]1[C:8]([C:16]2[CH:21]=[CH:20][C:19]([O:22][CH3:23])=[CH:18][CH:17]=2)=[N:9][N:10]2[C:15]=1[CH:14]=[CH:13][CH:12]=[N:11]2)=O.[N+]([O-])([O-])=O.[C:29]1([NH:35][C:36]([NH2:38])=[NH2+:37])[CH:34]=[CH:33][CH:32]=[CH:31][CH:30]=1.C(=O)([O-])[O-].[K+].[K+]. (2) Given the product [OH2:27].[ClH:2].[ClH:2].[NH2:4][CH2:5][CH2:6][CH2:7][C@@H:8]1[N:13]2[C:14]3[C:23]4[CH2:22][CH2:21][CH2:20][CH2:19][C:18]=4[N:17]=[C:16]([NH2:24])[C:15]=3[N:25]=[C:12]2[CH2:11][N:10]([S:26]([CH3:29])(=[O:27])=[O:28])[CH2:9]1, predict the reactants needed to synthesize it. The reactants are: O.[ClH:2].Cl.[NH2:4][CH2:5][CH2:6][CH2:7][C@@H:8]1[N:13]2[C:14]3[C:23]4[C:18](=[CH:19][CH:20]=[CH:21][CH:22]=4)[N:17]=[C:16]([NH2:24])[C:15]=3[N:25]=[C:12]2[CH2:11][N:10]([S:26]([CH3:29])(=[O:28])=[O:27])[CH2:9]1.Cl. (3) Given the product [CH2:31]([NH:34][CH2:6][CH2:7][C:8]1[O:9][C:10]2[CH:16]=[CH:15][C:14]([C:17]3[CH:22]=[CH:21][C:20]([C:23]([N:25]4[CH2:26][CH2:27][O:28][CH2:29][CH2:30]4)=[O:24])=[CH:19][N:18]=3)=[CH:13][C:11]=2[CH:12]=1)[CH:32]=[CH2:33], predict the reactants needed to synthesize it. The reactants are: CS(O[CH2:6][CH2:7][C:8]1[O:9][C:10]2[CH:16]=[CH:15][C:14]([C:17]3[CH:22]=[CH:21][C:20]([C:23]([N:25]4[CH2:30][CH2:29][O:28][CH2:27][CH2:26]4)=[O:24])=[CH:19][N:18]=3)=[CH:13][C:11]=2[CH:12]=1)(=O)=O.[CH2:31]([NH2:34])[CH:32]=[CH2:33].